This data is from Cav3 T-type calcium channel HTS with 100,875 compounds. The task is: Binary Classification. Given a drug SMILES string, predict its activity (active/inactive) in a high-throughput screening assay against a specified biological target. (1) The molecule is s1c2c(CCN(C2)C)c2c1NC(NC2=O)c1sc(cc1)C. The result is 0 (inactive). (2) The molecule is O=C1C(/C(=O)c2c1cccc2)=C\NCCCn1ccnc1. The result is 0 (inactive). (3) The drug is S(=O)(=O)(CCC(NC(=O)C)C(=O)Nc1cc2OCOc2cc1)C. The result is 0 (inactive). (4) The drug is S\1C(CC(=O)Nc2ccc(N3CCOCC3)cc2)C(=O)N(C1=N\C)C. The result is 0 (inactive). (5) The drug is OC1(c2c(NC1=O)cccc2)CC(=O)c1ccc(n2cccc2)cc1. The result is 0 (inactive).